Dataset: Forward reaction prediction with 1.9M reactions from USPTO patents (1976-2016). Task: Predict the product of the given reaction. (1) Given the reactants [CH:1]1[C:10]2[C:5](=[CH:6][CH:7]=[CH:8][CH:9]=2)[CH:4]=[CH:3][C:2]=1[CH2:11][S:12]([NH:15][C@H:16]([C:20]1[CH:25]=[CH:24][CH:23]=[CH:22][CH:21]=1)C(O)=O)(=[O:14])=[O:13].C1C=CC([C@@H](N)C(O)=[O:34])=CC=1.FC(F)(F)C(=N[Si](C)(C)C)O[Si](C)(C)C.C1C2C(=CC=CC=2)C=CC=1CS(Cl)(=O)=O.[N-:67]=[C:68]=[O:69], predict the reaction product. The product is: [OH:34][NH:67][C:68](=[O:69])[C@H:16]([NH:15][S:12]([CH2:11][C:2]1[CH:3]=[CH:4][C:5]2[C:10](=[CH:9][CH:8]=[CH:7][CH:6]=2)[CH:1]=1)(=[O:14])=[O:13])[C:20]1[CH:25]=[CH:24][CH:23]=[CH:22][CH:21]=1. (2) Given the reactants [NH2:1][C:2]1[C:10]([O:11]C)=[C:9]2[C:5]([CH2:6][CH2:7][CH:8]2[CH2:13][CH2:14][NH:15][C:16](=[O:18])[CH3:17])=[CH:4][CH:3]=1.B(Br)(Br)Br.O.[Cl:24]CCl, predict the reaction product. The product is: [ClH:24].[NH2:1][C:2]1[C:10]([OH:11])=[C:9]2[C:5]([CH2:6][CH2:7][CH:8]2[CH2:13][CH2:14][NH:15][C:16](=[O:18])[CH3:17])=[CH:4][CH:3]=1. (3) Given the reactants [C:1]([O:5][C:6]([NH:8][C:9]1[C:17]([F:18])=[CH:16][CH:15]=[CH:14][C:10]=1[C:11]([OH:13])=O)=[O:7])([CH3:4])([CH3:3])[CH3:2].[NH2:19][CH:20]1[CH2:25][CH2:24][N:23]([CH2:26][C:27]2[CH:32]=[CH:31][CH:30]=[CH:29][CH:28]=2)[CH2:22][CH2:21]1.ON1C2C=CC=CC=2N=N1.C(N(CC)CC)C.Cl.CN(C)CCCN=C=NCC, predict the reaction product. The product is: [CH2:26]([N:23]1[CH2:24][CH2:25][CH:20]([NH:19][C:11]([C:10]2[CH:14]=[CH:15][CH:16]=[C:17]([F:18])[C:9]=2[NH:8][C:6](=[O:7])[O:5][C:1]([CH3:2])([CH3:3])[CH3:4])=[O:13])[CH2:21][CH2:22]1)[C:27]1[CH:28]=[CH:29][CH:30]=[CH:31][CH:32]=1. (4) Given the reactants [C:1]([O:4][C@H:5]1[C@H:10]([O:11][C:12](=[O:14])[CH3:13])[C@@H:9]([O:15][C:16](=[O:18])[CH3:17])[C@H:8]([C:19]2[CH:24]=[CH:23][C:22]([Cl:25])=[C:21]([CH2:26]OC3C=CC=CC=3)[CH:20]=2)[O:7][C@@H:6]1[CH2:34][O:35][C:36](=[O:38])[CH3:37])(=[O:3])[CH3:2].[BrH:39].C([O-])([O-])=O.[K+].[K+], predict the reaction product. The product is: [C:1]([O:4][C@H:5]1[C@H:10]([O:11][C:12](=[O:14])[CH3:13])[C@@H:9]([O:15][C:16](=[O:18])[CH3:17])[C@H:8]([C:19]2[CH:24]=[CH:23][C:22]([Cl:25])=[C:21]([CH2:26][Br:39])[CH:20]=2)[O:7][C@@H:6]1[CH2:34][O:35][C:36](=[O:38])[CH3:37])(=[O:3])[CH3:2]. (5) Given the reactants [C:1]([C:3]([NH2:8])([CH3:7])[CH:4]([CH3:6])[CH3:5])#[N:2].[CH2:9]([O:12][C:13]1[CH:21]=[CH:20][C:16]([C:17](Cl)=[O:18])=[CH:15][C:14]=1[F:22])[C:10]#[CH:11], predict the reaction product. The product is: [C:1]([C:3]([NH:8][C:17](=[O:18])[C:16]1[CH:20]=[CH:21][C:13]([O:12][CH2:9][C:10]#[CH:11])=[C:14]([F:22])[CH:15]=1)([CH3:7])[CH:4]([CH3:6])[CH3:5])#[N:2]. (6) Given the reactants [CH3:1][O:2][C:3]1[CH:8]=[CH:7][C:6]([CH2:9][C:10]([NH:12][C:13]2[CH:21]=[CH:20][C:16]([C:17]([OH:19])=O)=[CH:15][CH:14]=2)=[O:11])=[CH:5][CH:4]=1.[NH2:22][C@@H:23]([C:31]1[CH:36]=[CH:35][C:34]([OH:37])=[CH:33][CH:32]=1)[C:24]([O:26][C:27]([CH3:30])([CH3:29])[CH3:28])=[O:25].CN(C(ON1N=NC2C=CC=NC1=2)=[N+](C)C)C.F[P-](F)(F)(F)(F)F, predict the reaction product. The product is: [OH:37][C:34]1[CH:33]=[CH:32][C:31]([C@H:23]([NH:22][C:17](=[O:19])[C:16]2[CH:15]=[CH:14][C:13]([NH:12][C:10](=[O:11])[CH2:9][C:6]3[CH:5]=[CH:4][C:3]([O:2][CH3:1])=[CH:8][CH:7]=3)=[CH:21][CH:20]=2)[C:24]([O:26][C:27]([CH3:29])([CH3:28])[CH3:30])=[O:25])=[CH:36][CH:35]=1. (7) Given the reactants [CH3:1][C:2]1[C:11]2[C:6](=[CH:7][CH:8]=[CH:9][CH:10]=2)[C:5]([C:12]([O-:14])=[O:13])=[CH:4][CH:3]=1.Cl.[CH3:16]O, predict the reaction product. The product is: [CH3:1][C:2]1[C:11]2[C:6](=[CH:7][CH:8]=[CH:9][CH:10]=2)[C:5]([C:12]([O:14][CH3:16])=[O:13])=[CH:4][CH:3]=1.